From a dataset of HIV replication inhibition screening data with 41,000+ compounds from the AIDS Antiviral Screen. Binary Classification. Given a drug SMILES string, predict its activity (active/inactive) in a high-throughput screening assay against a specified biological target. (1) The molecule is O=NCC(=O)OCc1ccccc1. The result is 0 (inactive). (2) The drug is Cl.ClCCc1ccccc1CC1=NCCc2ccccc21. The result is 0 (inactive). (3) The compound is COc1ccc2c(C(=O)O)cc3ccccc3c2c1OC. The result is 0 (inactive). (4) The molecule is COc1c(-c2ccc3c(c2)OCO3)oc2cc3c(c(OC)c2c1=O)OCO3. The result is 0 (inactive). (5) The molecule is N=c1[nH]nc2nc(CC(=O)c3cccc([N+](=O)[O-])c3)c(=CC(=O)c3cccc([N+](=O)[O-])c3)n12. The result is 0 (inactive). (6) The compound is CCN(CC)CCCC(C)Nc1cc(-c2ccccc2)nc2ccc(OC)cc12.O=P(O)(O)O. The result is 0 (inactive). (7) The molecule is COC(=O)CCC(NC(=O)OC(C)(C)C)C(=O)NC(Cc1ccc(NC(=O)CCCC(C)=O)cc1)C(=O)NC(CCC(=O)OC)C(=O)OC. The result is 0 (inactive).